The task is: Predict the reactants needed to synthesize the given product.. This data is from Full USPTO retrosynthesis dataset with 1.9M reactions from patents (1976-2016). (1) Given the product [Cl:1][C:2]1[C:3](=[O:36])[N:4]([CH2:19][CH2:20][C:21]2[CH:22]=[CH:23][C:24]([C:25]([NH:27][CH2:28][C:29]([OH:31])=[O:30])=[O:26])=[CH:34][CH:35]=2)[C:5]([CH2:9][O:10][C:11]2[CH:16]=[CH:15][CH:14]=[C:13]([CH2:17][CH3:18])[CH:12]=2)=[C:6]([Cl:8])[CH:7]=1, predict the reactants needed to synthesize it. The reactants are: [Cl:1][C:2]1[C:3](=[O:36])[N:4]([CH2:19][CH2:20][C:21]2[CH:35]=[CH:34][C:24]([C:25]([NH:27][CH2:28][C:29]([O:31]CC)=[O:30])=[O:26])=[CH:23][CH:22]=2)[C:5]([CH2:9][O:10][C:11]2[CH:16]=[CH:15][CH:14]=[C:13]([CH2:17][CH3:18])[CH:12]=2)=[C:6]([Cl:8])[CH:7]=1.C1COCC1.[OH-].[Na+].Cl. (2) Given the product [Cl:1][C:2]1[CH:3]=[C:4]([N:16]2[CH:17]=[CH:18][C:14]([CH3:13])=[N:15]2)[CH:5]=[CH:6][C:7]=1[O:8][CH3:9].[Cl:1][C:2]1[CH:3]=[C:4]([N:15]2[C:14]([CH3:13])=[CH:18][CH:17]=[N:16]2)[CH:5]=[CH:6][C:7]=1[O:8][CH3:9], predict the reactants needed to synthesize it. The reactants are: [Cl:1][C:2]1[CH:3]=[C:4](B(O)O)[CH:5]=[CH:6][C:7]=1[O:8][CH3:9].[CH3:13][C:14]1[CH:18]=[CH:17][NH:16][N:15]=1.